From a dataset of Full USPTO retrosynthesis dataset with 1.9M reactions from patents (1976-2016). Predict the reactants needed to synthesize the given product. (1) Given the product [CH2:1]1[C:5]2([CH2:10][CH2:9][O:8][CH2:7][CH2:6]2)[CH2:4][C@@H:3]([C:11]([O:13][CH2:14][CH3:15])=[O:12])[N:2]1[C:31]([O:30][CH2:23][C:24]1[CH:29]=[CH:28][CH:27]=[CH:26][CH:25]=1)=[O:32], predict the reactants needed to synthesize it. The reactants are: [CH2:1]1[C:5]2([CH2:10][CH2:9][O:8][CH2:7][CH2:6]2)[CH2:4][CH:3]([C:11]([O:13][CH2:14][CH3:15])=[O:12])[NH:2]1.C(N(CC)CC)C.[CH2:23]([O:30][C:31](Cl)=[O:32])[C:24]1[CH:29]=[CH:28][CH:27]=[CH:26][CH:25]=1. (2) The reactants are: Br[C:2]1[S:3][C:4]([CH:7]=[O:8])=[CH:5][N:6]=1.[F:9][C:10]1[CH:15]=[CH:14][C:13](B(O)O)=[CH:12][CH:11]=1.C(=O)([O-])[O-].[Na+].[Na+]. Given the product [F:9][C:10]1[CH:15]=[CH:14][C:13]([C:2]2[S:3][C:4]([CH:7]=[O:8])=[CH:5][N:6]=2)=[CH:12][CH:11]=1, predict the reactants needed to synthesize it. (3) Given the product [CH3:1][C:2]([C:4]1[CH:12]=[CH:11][C:9]([O:10][CH2:20][CH2:21][CH2:22][N:36]2[CH2:35][CH2:34][CH:33]([C:30]3[C:29]4[CH:39]=[CH:40][C:26]([F:25])=[CH:27][C:28]=4[O:32][N:31]=3)[CH2:38][CH2:37]2)=[C:6]([O:7][CH3:8])[CH:5]=1)=[O:3], predict the reactants needed to synthesize it. The reactants are: [CH3:1][C:2]([C:4]1[CH:12]=[CH:11][C:9]([OH:10])=[C:6]([O:7][CH3:8])[CH:5]=1)=[O:3].C(=O)([O-])[O-].[K+].[K+].Br[CH2:20][CH2:21][CH2:22]Cl.Cl.[F:25][C:26]1[CH:40]=[CH:39][C:29]2[C:30]([CH:33]3[CH2:38][CH2:37][NH:36][CH2:35][CH2:34]3)=[N:31][O:32][C:28]=2[CH:27]=1. (4) The reactants are: [F:1][C:2]([F:13])([F:12])[CH2:3][O:4][C:5]1[CH:10]=[CH:9][C:8]([NH2:11])=[CH:7][CH:6]=1.[C:14]([O-])(O)=[O:15].[Na+].ClC(Cl)(OC(=O)OC(Cl)(Cl)Cl)Cl. Given the product [N:11]([C:8]1[CH:7]=[CH:6][C:5]([O:4][CH2:3][C:2]([F:12])([F:13])[F:1])=[CH:10][CH:9]=1)=[C:14]=[O:15], predict the reactants needed to synthesize it. (5) Given the product [C:1]([O:5][C:6]([N:8]1[CH2:13][CH2:12][CH:11]([NH2:14])[CH:10]([F:22])[CH2:9]1)=[O:7])([CH3:4])([CH3:2])[CH3:3], predict the reactants needed to synthesize it. The reactants are: [C:1]([O:5][C:6]([N:8]1[CH2:13][CH2:12][CH:11]([NH:14]CC2C=CC=CC=2)[CH:10]([F:22])[CH2:9]1)=[O:7])([CH3:4])([CH3:3])[CH3:2]. (6) Given the product [CH3:21][C:11]1[CH:16]=[CH:15][C:14]([S:17]([NH:1][C@@H:2]2[CH2:7][CH2:6][CH2:5][CH2:4][C@H:3]2[C:8]([OH:10])=[O:9])(=[O:19])=[O:18])=[CH:13][CH:12]=1, predict the reactants needed to synthesize it. The reactants are: [NH2:1][C@@H:2]1[CH2:7][CH2:6][CH2:5][CH2:4][C@H:3]1[C:8]([OH:10])=[O:9].[C:11]1([CH3:21])[CH:16]=[CH:15][C:14]([S:17](Cl)(=[O:19])=[O:18])=[CH:13][CH:12]=1.[OH-].[Na+].Cl. (7) Given the product [Cl:11][C:9]1[S:10][C:5]2[S:4](=[O:13])(=[O:12])[N:3]=[C:2]([F:14])[NH:7][C:6]=2[CH:8]=1, predict the reactants needed to synthesize it. The reactants are: Cl[C:2]1[NH:7][C:6]2[CH:8]=[C:9]([Cl:11])[S:10][C:5]=2[S:4](=[O:13])(=[O:12])[N:3]=1.[F-:14].[K+].